Regression. Given a peptide amino acid sequence and an MHC pseudo amino acid sequence, predict their binding affinity value. This is MHC class I binding data. From a dataset of Peptide-MHC class I binding affinity with 185,985 pairs from IEDB/IMGT. (1) The peptide sequence is PLFPGITRV. The MHC is HLA-B15:01 with pseudo-sequence HLA-B15:01. The binding affinity (normalized) is 0.0847. (2) The peptide sequence is SLELIIIHTK. The MHC is HLA-A68:01 with pseudo-sequence HLA-A68:01. The binding affinity (normalized) is 0.169. (3) The peptide sequence is QMRVRYYGL. The MHC is HLA-A03:01 with pseudo-sequence HLA-A03:01. The binding affinity (normalized) is 0.0847. (4) The binding affinity (normalized) is 0.0847. The peptide sequence is EKAAWGVAL. The MHC is HLA-A02:16 with pseudo-sequence HLA-A02:16.